From a dataset of Full USPTO retrosynthesis dataset with 1.9M reactions from patents (1976-2016). Predict the reactants needed to synthesize the given product. (1) Given the product [Cl:22][C:17]1[CH:16]=[C:15]([NH:14][C:5]2[C:4]3[C:9](=[CH:10][CH:11]=[C:2]([NH:1][CH2:28][C:25]4[CH:26]=[CH:27][O:23][CH:24]=4)[CH:3]=3)[N:8]=[CH:7][C:6]=2[C:12]#[N:13])[CH:20]=[CH:19][C:18]=1[F:21], predict the reactants needed to synthesize it. The reactants are: [NH2:1][C:2]1[CH:3]=[C:4]2[C:9](=[CH:10][CH:11]=1)[N:8]=[CH:7][C:6]([C:12]#[N:13])=[C:5]2[NH:14][C:15]1[CH:20]=[CH:19][C:18]([F:21])=[C:17]([Cl:22])[CH:16]=1.[O:23]1[CH:27]=[CH:26][C:25]([CH:28]=O)=[CH:24]1.[BH3-]C#N.[Na+]. (2) Given the product [CH2:25]([NH:28][C:21]([C:19]1[CH:18]=[CH:17][N:16]2[CH:24]=[C:13]([C:3]3[C:4]([C:7]4[CH:12]=[CH:11][CH:10]=[CH:9][CH:8]=4)=[N:5][O:6][C:2]=3[CH3:1])[N:14]=[C:15]2[CH:20]=1)=[O:22])[C:26]#[CH:27], predict the reactants needed to synthesize it. The reactants are: [CH3:1][C:2]1[O:6][N:5]=[C:4]([C:7]2[CH:12]=[CH:11][CH:10]=[CH:9][CH:8]=2)[C:3]=1[C:13]1[N:14]=[C:15]2[CH:20]=[C:19]([C:21](O)=[O:22])[CH:18]=[CH:17][N:16]2[CH:24]=1.[CH2:25]([NH2:28])[C:26]#[CH:27].